From a dataset of Full USPTO retrosynthesis dataset with 1.9M reactions from patents (1976-2016). Predict the reactants needed to synthesize the given product. (1) The reactants are: Br.Br[CH:3]1[C:8]([C:9]2[C:14]([O:15][CH3:16])=[CH:13][C:12]([O:17][CH3:18])=[CH:11][C:10]=2[O:19][CH3:20])=[CH:7][CH2:6][N:5]([CH3:21])[CH2:4]1.[OH-:22].[Na+]. Given the product [OH:22][CH:3]1[C:8]([C:9]2[C:14]([O:15][CH3:16])=[CH:13][C:12]([O:17][CH3:18])=[CH:11][C:10]=2[O:19][CH3:20])=[CH:7][CH2:6][N:5]([CH3:21])[CH2:4]1, predict the reactants needed to synthesize it. (2) Given the product [C:1]([O:5][C:6]([N:8]1[C:16]2[C:11](=[CH:12][CH:13]=[CH:14][C:15]=2[CH2:17][CH:18]=[C:19]([CH3:21])[CH3:20])[C:10]([C:22]2[O:23][C:24]([CH2:37][OH:38])=[CH:25][C:26](=[O:36])[C:27]=2[O:28][CH2:72][C:71]2[CH:74]=[CH:75][C:68]([O:67][CH3:66])=[CH:69][CH:70]=2)=[CH:9]1)=[O:7])([CH3:2])([CH3:3])[CH3:4], predict the reactants needed to synthesize it. The reactants are: [C:1]([O:5][C:6]([N:8]1[C:16]2[C:11](=[CH:12][CH:13]=[CH:14][C:15]=2[CH2:17][CH:18]=[C:19]([CH3:21])[CH3:20])[C:10]([C:22]2[O:23][C:24]([C:37](C)(C)[O:38][SiH2]C(C)(C)C)=[CH:25][C:26](=[O:36])[C:27]=2[O:28][Si](C(C)(C)C)(C)C)=[CH:9]1)=[O:7])([CH3:4])([CH3:3])[CH3:2].CCCC[N+](CCCC)(CCCC)CCCC.[F-].[OH-].[K+].[CH3:66][O:67][C:68]1[CH:75]=[CH:74][C:71]([CH2:72]Cl)=[CH:70][CH:69]=1.